Dataset: Reaction yield outcomes from USPTO patents with 853,638 reactions. Task: Predict the reaction yield, written as a fraction of the theoretical maximum amount of product (1.0 means a 100% yield; for example, 0.34 means a 34% yield). The reactants are Br[C:2]1[CH:7]=[CH:6][C:5]([Br:8])=[CH:4][N:3]=1.[NH:9]1[CH2:13][CH2:12][CH2:11][CH2:10]1. The catalyst is C(O)CCC. The product is [Br:8][C:5]1[CH:6]=[CH:7][C:2]([N:9]2[CH2:13][CH2:12][CH2:11][CH2:10]2)=[N:3][CH:4]=1. The yield is 0.980.